From a dataset of Catalyst prediction with 721,799 reactions and 888 catalyst types from USPTO. Predict which catalyst facilitates the given reaction. Reactant: [CH2:1]1[CH:12]2[CH:4]([NH:5][C:6]3[CH:7]=[CH:8][CH:9]=[CH:10][C:11]=32)[CH2:3][CH2:2]1.[H-].[Na+].Cl[CH2:16][C:17]#[N:18]. Product: [CH2:1]1[CH:12]2[CH:4]([N:5]([CH2:16][C:17]#[N:18])[C:6]3[CH:7]=[CH:8][CH:9]=[CH:10][C:11]=32)[CH2:3][CH2:2]1. The catalyst class is: 16.